From a dataset of Forward reaction prediction with 1.9M reactions from USPTO patents (1976-2016). Predict the product of the given reaction. (1) Given the reactants [F:1][C:2]([F:25])([C:18]1[CH:23]=[CH:22][C:21]([F:24])=[CH:20][N:19]=1)[C:3]1[N:12]=[C:11](SC)[C:10]2[C:5](=[C:6]([C:15]([NH2:17])=[O:16])[CH:7]=[CH:8][CH:9]=2)[N:4]=1.ClC1C=CC=C(C(OO)=O)C=1.S([O-])([O-])(=O)=S.[Na+].[Na+].C(=O)(O)[O-].[Na+].[CH3:49][C:50]1[NH:54][N:53]=[C:52]([NH2:55])[CH:51]=1, predict the reaction product. The product is: [F:1][C:2]([F:25])([C:18]1[CH:23]=[CH:22][C:21]([F:24])=[CH:20][N:19]=1)[C:3]1[N:12]=[C:11]([NH:55][C:52]2[CH:51]=[C:50]([CH3:49])[NH:54][N:53]=2)[C:10]2[C:5](=[C:6]([C:15]([NH2:17])=[O:16])[CH:7]=[CH:8][CH:9]=2)[N:4]=1. (2) Given the reactants Br[C:2]1[C:7](OC)=[CH:6][CH:5]=[CH:4][N:3]=1.[CH3:10][C:11]1[N:16]=[C:15]([NH2:17])[CH:14]=[CH:13][CH:12]=1.C1C=CC(P(C2C(C3C(P(C4C=CC=CC=4)C4C=CC=CC=4)=CC=C4C=3C=CC=C4)=C3C(C=CC=C3)=CC=2)C2C=CC=CC=2)=CC=1.CC(C)([O-])C.[Na+], predict the reaction product. The product is: [CH3:10][C:11]1[N:16]=[C:15]([NH:17][C:2]2[CH:7]=[CH:6][CH:5]=[CH:4][N:3]=2)[CH:14]=[CH:13][CH:12]=1. (3) Given the reactants [Cl:1][C:2]1[CH:7]=[CH:6][C:5]([S:8]([N:11]([CH2:26][C:27]2[CH:32]=[CH:31][C:30]([OH:33])=[CH:29][CH:28]=2)[C:12]2[CH:17]=[CH:16][C:15]([O:18][CH2:19][CH2:20][N:21]3[CH2:25][CH2:24][CH2:23][CH2:22]3)=[CH:14][CH:13]=2)(=[O:10])=[O:9])=[CH:4][CH:3]=1.Cl, predict the reaction product. The product is: [ClH:1].[Cl:1][C:2]1[CH:7]=[CH:6][C:5]([S:8]([N:11]([CH2:26][C:27]2[CH:28]=[CH:29][C:30]([OH:33])=[CH:31][CH:32]=2)[C:12]2[CH:13]=[CH:14][C:15]([O:18][CH2:19][CH2:20][N:21]3[CH2:25][CH2:24][CH2:23][CH2:22]3)=[CH:16][CH:17]=2)(=[O:10])=[O:9])=[CH:4][CH:3]=1. (4) The product is: [C:1]([C:5]1[CH:10]=[CH:9][CH:8]=[CH:7][C:6]=1[N:11]1[CH2:16][CH2:15][N:14]([C:17]([C:19]2[O:23][N:22]=[C:21]([O:24][CH2:25][C:26]([OH:28])=[O:27])[CH:20]=2)=[O:18])[CH2:13][CH2:12]1)([CH3:4])([CH3:2])[CH3:3]. Given the reactants [C:1]([C:5]1[CH:10]=[CH:9][CH:8]=[CH:7][C:6]=1[N:11]1[CH2:16][CH2:15][N:14]([C:17]([C:19]2[O:23][N:22]=[C:21]([O:24][CH2:25][C:26]([O:28]C(C)(C)C)=[O:27])[CH:20]=2)=[O:18])[CH2:13][CH2:12]1)([CH3:4])([CH3:3])[CH3:2].FC(F)(F)C(O)=O.[OH-].[Na+], predict the reaction product. (5) Given the reactants [H-].[Al+3].[Li+].[H-].[H-].[H-].C([O:10][CH2:11][CH2:12][Si:13]([Si:22]([CH3:25])([CH3:24])[CH3:23])([Si:18]([CH3:21])([CH3:20])[CH3:19])[Si:14]([CH3:17])([CH3:16])[CH3:15])(=O)C.O.[OH-].[Na+], predict the reaction product. The product is: [CH3:17][Si:14]([Si:13]([Si:22]([CH3:25])([CH3:24])[CH3:23])([Si:18]([CH3:21])([CH3:20])[CH3:19])[CH2:12][CH2:11][OH:10])([CH3:15])[CH3:16].